From a dataset of Forward reaction prediction with 1.9M reactions from USPTO patents (1976-2016). Predict the product of the given reaction. (1) Given the reactants BrC[CH2:3][C:4]1[C:5]([CH3:20])=[N:6][N:7]([CH2:18][CH3:19])[C:8]=1[S:9][C:10]1[CH:15]=[C:14]([Cl:16])[CH:13]=[C:12]([Cl:17])[CH:11]=1.[NH2:21][C:22]1[CH:23]=[N:24][CH:25]=[CH:26][CH:27]=1.[H-].[Na+].O, predict the reaction product. The product is: [Cl:16][C:14]1[CH:15]=[C:10]([S:9][C:8]2[N:7]([CH2:18][CH3:19])[N:6]=[C:5]([CH3:20])[C:4]=2[CH2:3][NH:21][C:22]2[CH:23]=[N:24][CH:25]=[CH:26][CH:27]=2)[CH:11]=[C:12]([Cl:17])[CH:13]=1. (2) Given the reactants [NH2:1][C:2]1[N:7]=[C:6]([C:8]2[CH:13]=[CH:12][C:11]([Cl:14])=[C:10]([Cl:15])[CH:9]=2)[C:5]([C:16]2[CH:17]=[CH:18][C:19](=[O:22])[NH:20][N:21]=2)=[CH:4][N:3]=1.[CH:23](I)([CH3:25])[CH3:24], predict the reaction product. The product is: [NH2:1][C:2]1[N:7]=[C:6]([C:8]2[CH:13]=[CH:12][C:11]([Cl:14])=[C:10]([Cl:15])[CH:9]=2)[C:5]([C:16]2[CH:17]=[CH:18][C:19](=[O:22])[N:20]([CH:23]([CH3:25])[CH3:24])[N:21]=2)=[CH:4][N:3]=1. (3) Given the reactants [F:1][C:2]([F:7])([F:6])[C:3]([OH:5])=[O:4].[N:8]1[C:13]2[NH:14][CH:15]=[CH:16][C:12]=2[C:11]([C:17]2[CH:18]=[N:19][N:20]([C@@H:22]3[CH2:27][CH2:26][C@H:25]([CH2:28][S:29]([C:31]4[CH:38]=[CH:37][CH:36]=[CH:35][C:32]=4[C:33]#[N:34])=[O:30])[CH2:24][CH2:23]3)[CH:21]=2)=[N:10][CH:9]=1.C1C=C(Cl)C=C(C(OO)=[O:47])C=1.CC#N.O, predict the reaction product. The product is: [F:1][C:2]([F:7])([F:6])[C:3]([OH:5])=[O:4].[N:8]1[C:13]2[NH:14][CH:15]=[CH:16][C:12]=2[C:11]([C:17]2[CH:18]=[N:19][N:20]([C@@H:22]3[CH2:27][CH2:26][C@H:25]([CH2:28][S:29]([C:31]4[CH:38]=[CH:37][CH:36]=[CH:35][C:32]=4[C:33]#[N:34])(=[O:47])=[O:30])[CH2:24][CH2:23]3)[CH:21]=2)=[N:10][CH:9]=1. (4) The product is: [O:4]=[C:5]1[CH:14]=[N:13][C:12]2[C:7](=[CH:8][CH:9]=[CH:10][CH:11]=2)[N:6]1[CH2:15][CH2:16][CH2:17][C:18]1([C:32]([OH:34])=[O:33])[CH2:23][CH2:22][N:21]([CH2:24][CH2:25][S:26][C:27]2[S:28][CH:29]=[CH:30][CH:31]=2)[CH2:20][CH2:19]1. Given the reactants C(O)C.[O:4]=[C:5]1[CH:14]=[N:13][C:12]2[C:7](=[CH:8][CH:9]=[CH:10][CH:11]=2)[N:6]1[CH2:15][CH2:16][CH2:17][C:18]1([C:32]([O:34]CC)=[O:33])[CH2:23][CH2:22][N:21]([CH2:24][CH2:25][S:26][C:27]2[S:28][CH:29]=[CH:30][CH:31]=2)[CH2:20][CH2:19]1.[OH-].[Na+], predict the reaction product. (5) Given the reactants [CH3:1][O:2][C:3](=[O:21])[C:4]1[CH:9]=[C:8]([N+:10]([O-])=O)[C:7]([C:13]([F:16])([F:15])[F:14])=[CH:6][C:5]=1[NH:17][C:18](=[O:20])[CH3:19].[H][H], predict the reaction product. The product is: [CH3:1][O:2][C:3](=[O:21])[C:4]1[CH:9]=[C:8]([NH2:10])[C:7]([C:13]([F:16])([F:15])[F:14])=[CH:6][C:5]=1[NH:17][C:18](=[O:20])[CH3:19]. (6) Given the reactants [CH3:1][O:2][C:3]1[CH:8]=[C:7]([N+:9]([O-])=O)[CH:6]=[CH:5][C:4]=1[C:12]1[S:16][C:15]([CH3:17])=[N:14][CH:13]=1, predict the reaction product. The product is: [CH3:1][O:2][C:3]1[CH:8]=[C:7]([NH2:9])[CH:6]=[CH:5][C:4]=1[C:12]1[S:16][C:15]([CH3:17])=[N:14][CH:13]=1. (7) The product is: [NH2:29][C:20]1[CH:21]=[C:22]([O:27][CH3:28])[C:23]([O:25][CH3:26])=[CH:24][C:19]=1[C:18]([C:10]1[C:11]([C:13]([O:15][CH2:16][CH3:17])=[O:14])=[N:12][N:8]([CH2:7][O:6][C:4]([O:3][CH2:1][CH3:2])=[O:5])[N:9]=1)=[O:32]. Given the reactants [CH2:1]([O:3][C:4]([O:6][CH2:7][N:8]1[N:12]=[C:11]([C:13]([O:15][CH2:16][CH3:17])=[O:14])[C:10]([C:18](=[O:32])[C:19]2[CH:24]=[C:23]([O:25][CH3:26])[C:22]([O:27][CH3:28])=[CH:21][C:20]=2[N+:29]([O-])=O)=[N:9]1)=[O:5])[CH3:2].[H][H], predict the reaction product.